From a dataset of Reaction yield outcomes from USPTO patents with 853,638 reactions. Predict the reaction yield, written as a fraction of the theoretical maximum amount of product (1.0 means a 100% yield; for example, 0.34 means a 34% yield). The reactants are [NH2:1][C:2]([CH3:7])([CH3:6])[C:3]([OH:5])=[O:4].[C:8](O[C:8]([O:10][C:11]([CH3:14])([CH3:13])[CH3:12])=[O:9])([O:10][C:11]([CH3:14])([CH3:13])[CH3:12])=[O:9]. The catalyst is O1CCOCC1.[OH-].[Na+]. The product is [C:11]([O:10][C:8]([NH:1][C:2]([CH3:7])([CH3:6])[C:3]([OH:5])=[O:4])=[O:9])([CH3:14])([CH3:13])[CH3:12]. The yield is 0.670.